This data is from Reaction yield outcomes from USPTO patents with 853,638 reactions. The task is: Predict the reaction yield, written as a fraction of the theoretical maximum amount of product (1.0 means a 100% yield; for example, 0.34 means a 34% yield). The reactants are CCN(C(C)C)C(C)C.[C:10]1([C:16]2[NH:20][N:19]=[C:18]([C:21]([NH:23][CH2:24][C:25]([OH:27])=O)=[O:22])[CH:17]=2)[CH:15]=[CH:14][CH:13]=[CH:12][CH:11]=1.C1C=CC2N(O)N=NC=2C=1.CCN=C=NCCCN(C)C.Cl.Cl.[Cl:51][C:52]1[CH:53]=[N:54][CH:55]=[C:56]([O:58][CH:59]2[CH2:64][CH2:63][NH:62][CH2:61][CH2:60]2)[CH:57]=1.Cl.ClC1C=CC=CC=1OC1CCNCC1. The catalyst is CN(C=O)C.O. The product is [Cl:51][C:52]1[CH:57]=[C:56]([O:58][CH:59]2[CH2:64][CH2:63][N:62]([C:25](=[O:27])[CH2:24][NH:23][C:21]([C:18]3[CH:17]=[C:16]([C:10]4[CH:11]=[CH:12][CH:13]=[CH:14][CH:15]=4)[NH:20][N:19]=3)=[O:22])[CH2:61][CH2:60]2)[CH:55]=[N:54][CH:53]=1. The yield is 0.127.